Dataset: Reaction yield outcomes from USPTO patents with 853,638 reactions. Task: Predict the reaction yield, written as a fraction of the theoretical maximum amount of product (1.0 means a 100% yield; for example, 0.34 means a 34% yield). The reactants are [Br:1][C:2]1[CH:7]=[CH:6][C:5]([CH2:8][OH:9])=[CH:4][CH:3]=1.[H-].[Na+].F[C:13]1[CH:18]=[CH:17][CH:16]=[C:15]([CH3:19])[N:14]=1. The catalyst is CN(C)C=O. The product is [Br:1][C:2]1[CH:7]=[CH:6][C:5]([CH2:8][O:9][C:13]2[CH:18]=[CH:17][CH:16]=[C:15]([CH3:19])[N:14]=2)=[CH:4][CH:3]=1. The yield is 0.810.